This data is from Reaction yield outcomes from USPTO patents with 853,638 reactions. The task is: Predict the reaction yield, written as a fraction of the theoretical maximum amount of product (1.0 means a 100% yield; for example, 0.34 means a 34% yield). (1) The reactants are [NH:1]1[CH2:6][CH2:5][CH2:4][CH:3]([C:7]2[CH:8]=[CH:9][C:10]3[O:24][CH2:23][C:13]4([C:21]5[C:16](=[CH:17][CH:18]=[CH:19][CH:20]=5)[NH:15][C:14]4=[O:22])[C:11]=3[CH:12]=2)[CH2:2]1.C(N(CC)CC)C.[C:32](O[C:32]([O:34][C:35]([CH3:38])([CH3:37])[CH3:36])=[O:33])([O:34][C:35]([CH3:38])([CH3:37])[CH3:36])=[O:33]. The catalyst is ClCCl. The product is [O:22]=[C:14]1[C:13]2([C:11]3[CH:12]=[C:7]([CH:3]4[CH2:4][CH2:5][CH2:6][N:1]([C:32]([O:34][C:35]([CH3:38])([CH3:37])[CH3:36])=[O:33])[CH2:2]4)[CH:8]=[CH:9][C:10]=3[O:24][CH2:23]2)[C:21]2[C:16](=[CH:17][CH:18]=[CH:19][CH:20]=2)[NH:15]1. The yield is 0.400. (2) The reactants are [C:1]([O:5][C:6](=[O:49])[NH:7][CH:8]([C:21](=[O:48])[N:22]([CH:34]([C:36]1[NH:37][CH:38]=[C:39]([C:41]2[CH:46]=[CH:45][CH:44]=[C:43](Br)[CH:42]=2)[N:40]=1)[CH3:35])[CH2:23][C:24]1[CH:29]=[CH:28][C:27]([O:30][CH3:31])=[C:26]([O:32][CH3:33])[CH:25]=1)[CH2:9][C:10]1[C:15]([CH3:16])=[CH:14][C:13]([C:17](=[O:19])[NH2:18])=[CH:12][C:11]=1[CH3:20])([CH3:4])([CH3:3])[CH3:2].[C:50]([O-])([O-:52])=[O:51].[K+].[K+]. The catalyst is CN(C=O)C.CC([O-])=O.CC([O-])=O.[Pd+2].[CH-]1C(P(C2C=CC=CC=2)C2C=CC=CC=2)=CC=C1.[CH-]1C(P(C2C=CC=CC=2)C2C=CC=CC=2)=CC=C1.[Fe+2]. The product is [C:1]([O:5][C:6]([NH:7][CH:8]([CH2:9][C:10]1[C:15]([CH3:16])=[CH:14][C:13]([C:17](=[O:19])[NH2:18])=[CH:12][C:11]=1[CH3:20])[C:21]([N:22]([CH2:23][C:24]1[CH:29]=[CH:28][C:27]([O:30][CH3:31])=[C:26]([O:32][CH3:33])[CH:25]=1)[CH:34]([C:36]1[NH:37][CH:38]=[C:39]([C:41]2[CH:42]=[C:43]([CH:44]=[CH:45][CH:46]=2)[C:50]([OH:52])=[O:51])[N:40]=1)[CH3:35])=[O:48])=[O:49])([CH3:4])([CH3:3])[CH3:2]. The yield is 0.870.